This data is from Forward reaction prediction with 1.9M reactions from USPTO patents (1976-2016). The task is: Predict the product of the given reaction. Given the reactants [C:1]1([CH:7]([C:18]2[CH:23]=[CH:22][CH:21]=[CH:20][CH:19]=2)[O:8][CH2:9][C:10]2[O:14][N:13]=[C:12]([C:15](O)=[O:16])[CH:11]=2)[CH:6]=[CH:5][CH:4]=[CH:3][CH:2]=1.Cl.[O:25]1[CH2:29][CH2:28][CH:27]([CH2:30][NH2:31])[CH2:26]1.C(N(CC)CC)C.ON1C2C=CC=CC=2N=N1.Cl.C(N=C=NCCCN(C)C)C, predict the reaction product. The product is: [O:25]1[CH2:29][CH2:28][CH:27]([CH2:30][NH:31][C:15]([C:12]2[CH:11]=[C:10]([CH2:9][O:8][CH:7]([C:18]3[CH:23]=[CH:22][CH:21]=[CH:20][CH:19]=3)[C:1]3[CH:2]=[CH:3][CH:4]=[CH:5][CH:6]=3)[O:14][N:13]=2)=[O:16])[CH2:26]1.